This data is from Reaction yield outcomes from USPTO patents with 853,638 reactions. The task is: Predict the reaction yield, written as a fraction of the theoretical maximum amount of product (1.0 means a 100% yield; for example, 0.34 means a 34% yield). The reactants are [O:1]=[C:2]1[NH:7][C:6]([C:8](O)=[O:9])=[C:5]([CH2:11][NH:12][CH:13]2[CH2:18][CH2:17][O:16][CH2:15][CH2:14]2)[C:4](=[O:19])[NH:3]1.Cl. The catalyst is COCCO. The product is [O:16]1[CH2:17][CH2:18][CH:13]([N:12]2[CH2:11][C:5]3[C:4](=[O:19])[NH:3][C:2](=[O:1])[NH:7][C:6]=3[C:8]2=[O:9])[CH2:14][CH2:15]1. The yield is 0.860.